From a dataset of Full USPTO retrosynthesis dataset with 1.9M reactions from patents (1976-2016). Predict the reactants needed to synthesize the given product. (1) Given the product [NH2:1][C:6]1[CH:7]=[CH:8][CH:9]=[CH:10][C:5]=1[C:4]([NH:19][C:18]1[CH:20]=[CH:21][C:15]([C:14]([F:13])([F:22])[F:23])=[CH:16][CH:17]=1)=[O:11], predict the reactants needed to synthesize it. The reactants are: [NH:1]1[C:6]2[CH:7]=[CH:8][CH:9]=[CH:10][C:5]=2[C:4](=[O:11])OC1=O.[F:13][C:14]([F:23])([F:22])[C:15]1[CH:21]=[CH:20][C:18]([NH2:19])=[CH:17][CH:16]=1. (2) Given the product [Br:15][CH2:16][C:4]1[CH:5]=[C:6]2[C:11](=[CH:12][CH:3]=1)[N:10]=[C:9]([Cl:13])[CH:8]=[C:7]2[Cl:14], predict the reactants needed to synthesize it. The reactants are: BrC[C:3]1[CH:12]=[C:11]2[C:6]([C:7]([Cl:14])=[CH:8][C:9]([Cl:13])=[N:10]2)=[CH:5][CH:4]=1.[Br:15][C:16]1C=C(Br)C2C(=CC=C(CBr)C=2)N=1.BrC1C=C(Br)C2C(=CC(CBr)=CC=2)N=1.ClC1C=C(Cl)C2C(=CC(I)=CC=2)N=1.ClC1C2C(=CC(I)=CC=2)N=C(NN)C=1. (3) Given the product [CH3:12][S:13][C:14]1[CH:15]=[C:16]([C:17]2[S:4][C:3]3[CH:5]=[CH:6][CH:7]=[CH:8][C:2]=3[C:1](=[O:10])[N:18]=2)[CH:19]=[CH:20][N:21]=1, predict the reactants needed to synthesize it. The reactants are: [C:1]([O:10]C)(=O)[C:2]1[C:3](=[CH:5][CH:6]=[CH:7][CH:8]=1)[SH:4].[CH3:12][S:13][C:14]1[CH:15]=[C:16]([CH:19]=[CH:20][N:21]=1)[C:17]#[N:18].C(N(CC)CC)C.